From a dataset of Full USPTO retrosynthesis dataset with 1.9M reactions from patents (1976-2016). Predict the reactants needed to synthesize the given product. (1) Given the product [O:8]=[CH:6][C@@H:5]([C@H:4]([C@@H:3]([C@@H:2]([CH2:1][OH:34])[OH:7])[OH:33])[OH:32])[OH:31], predict the reactants needed to synthesize it. The reactants are: [CH2:1]([OH:34])[C@H:2]1[O:7][C@H:6]([O:8][C@H]2[C@H](O)[C@@H](O)[C@@H]([O:33][C@H:3]3[C@H:4]([OH:32])[C@@H:5]([OH:31])[C@@H:6]([OH:8])[O:7][C@@H:2]3[CH2:1][OH:34])O[C@@H]2CO)[C@H:5]([OH:31])[C@@H:4]([OH:32])[C@@H:3]1[OH:33]. (2) Given the product [C:35]([NH:38][S:39]([C:42]1[S:46][C:45]([C:18]2[N:17]=[CH:16][N:15]([C:10]3[N:9]=[C:8]([C:5]4[CH:6]=[CH:7][C:2]([Cl:1])=[C:3]([CH3:33])[CH:4]=4)[CH:13]=[C:12]([CH3:14])[N:11]=3)[CH:19]=2)=[CH:44][CH:43]=1)(=[O:40])=[O:41])([CH3:37])([CH3:34])[CH3:36], predict the reactants needed to synthesize it. The reactants are: [Cl:1][C:2]1[CH:7]=[CH:6][C:5]([C:8]2[CH:13]=[C:12]([CH3:14])[N:11]=[C:10]([N:15]3[CH:19]=[C:18]([Sn](CCCC)(CCCC)CCCC)[N:17]=[CH:16]3)[N:9]=2)=[CH:4][C:3]=1[CH3:33].[CH3:34][C:35]([NH:38][S:39]([C:42]1[S:46][C:45](Br)=[CH:44][CH:43]=1)(=[O:41])=[O:40])([CH3:37])[CH3:36].CCCCCCC. (3) Given the product [F:1][C:2]1[CH:3]=[C:4]([C@H:10]2[CH2:14][CH2:13][CH2:12][N:11]2[C:15]2[CH:20]=[CH:19][N:18]3[N:21]=[CH:22][C:23]([C:24]([O:26][N:35]4[C:36]5=[N:41][CH:40]=[CH:39][CH:38]=[C:37]5[N:42]=[N:43]4)=[O:25])=[C:17]3[N:16]=2)[C:5]([O:8][CH3:9])=[N:6][CH:7]=1, predict the reactants needed to synthesize it. The reactants are: [F:1][C:2]1[CH:3]=[C:4]([C@H:10]2[CH2:14][CH2:13][CH2:12][N:11]2[C:15]2[CH:20]=[CH:19][N:18]3[N:21]=[CH:22][C:23]([C:24]([OH:26])=[O:25])=[C:17]3[N:16]=2)[C:5]([O:8][CH3:9])=[N:6][CH:7]=1.CN(C(O[N:35]1[N:43]=[N:42][C:37]2[CH:38]=[CH:39][CH:40]=[N:41][C:36]1=2)=[N+](C)C)C.F[P-](F)(F)(F)(F)F.CCN(C(C)C)C(C)C.ClCCO. (4) The reactants are: [NH2:1][C@@:2]([C:12]1[C:17]([F:18])=[CH:16][CH:15]=[C:14]([Br:19])[N:13]=1)([CH3:11])[C@@H:3]([F:10])[C@H:4]([OH:9])[C:5]([F:8])([F:7])[F:6].[C:20]([N:28]=[C:29]=[S:30])(=[O:27])[C:21]1[CH:26]=[CH:25][CH:24]=[CH:23][CH:22]=1. Given the product [Br:19][C:14]1[N:13]=[C:12]([C@@:2]([NH:1][C:29]([NH:28][C:20](=[O:27])[C:21]2[CH:22]=[CH:23][CH:24]=[CH:25][CH:26]=2)=[S:30])([C@@H:3]([F:10])[C@@H:4]([OH:9])[C:5]([F:6])([F:8])[F:7])[CH3:11])[C:17]([F:18])=[CH:16][CH:15]=1, predict the reactants needed to synthesize it. (5) Given the product [C:1]([O:5][C:6]([NH:8][C@H:9]1[C@H:14]([OH:15])[C@@H:13]([CH3:23])[CH2:12][N:11]([C:24]2[CH:29]=[CH:28][N:27]=[CH:26][C:25]=2[N:30]([C:31]([O:33][C:34]([CH3:35])([CH3:37])[CH3:36])=[O:32])[C:38]([O:40][C:41]([CH3:44])([CH3:43])[CH3:42])=[O:39])[CH2:10]1)=[O:7])([CH3:4])([CH3:2])[CH3:3], predict the reactants needed to synthesize it. The reactants are: [C:1]([O:5][C:6]([NH:8][C@H:9]1[C@H:14]([O:15][Si](C(C)(C)C)(C)C)[C@@H:13]([CH3:23])[CH2:12][N:11]([C:24]2[CH:29]=[CH:28][N:27]=[CH:26][C:25]=2[N:30]([C:38]([O:40][C:41]([CH3:44])([CH3:43])[CH3:42])=[O:39])[C:31]([O:33][C:34]([CH3:37])([CH3:36])[CH3:35])=[O:32])[CH2:10]1)=[O:7])([CH3:4])([CH3:3])[CH3:2].[F-].C([N+](CCCC)(CCCC)CCCC)CCC. (6) Given the product [CH3:45][C@H:43]1[O:44][C@@H:39]([CH3:38])[CH2:40][N:41]([C:21]2[N:20]=[C:19]([O:18][C:11]3[C:12]4[C:17](=[CH:16][CH:15]=[CH:14][CH:13]=4)[C:8]([NH:7][C:5](=[O:6])[C:4]4[CH:29]=[C:30]([N:32]5[CH2:37][CH2:36][CH2:35][CH2:34][CH2:33]5)[CH:31]=[C:2]([F:1])[CH:3]=4)=[CH:9][CH:10]=3)[CH:24]=[CH:23][N:22]=2)[CH2:42]1, predict the reactants needed to synthesize it. The reactants are: [F:1][C:2]1[CH:3]=[C:4]([CH:29]=[C:30]([N:32]2[CH2:37][CH2:36][CH2:35][CH2:34][CH2:33]2)[CH:31]=1)[C:5]([NH:7][C:8]1[C:17]2[C:12](=[CH:13][CH:14]=[CH:15][CH:16]=2)[C:11]([O:18][C:19]2[CH:24]=[CH:23][N:22]=[C:21](S(C)(=O)=O)[N:20]=2)=[CH:10][CH:9]=1)=[O:6].[CH3:38][C@H:39]1[O:44][C@@H:43]([CH3:45])[CH2:42][NH:41][CH2:40]1. (7) Given the product [CH2:6]([N:13]1[CH2:18][CH:17]([OH:19])[CH2:16][CH:15]([C:20]([O:22][CH3:3])=[O:21])[CH2:14]1)[C:7]1[CH:8]=[CH:9][CH:10]=[CH:11][CH:12]=1, predict the reactants needed to synthesize it. The reactants are: Cl[Si](C)(C)[CH3:3].[CH2:6]([N:13]1[CH2:18][CH:17]([OH:19])[CH2:16][CH:15]([C:20]([OH:22])=[O:21])[CH2:14]1)[C:7]1[CH:12]=[CH:11][CH:10]=[CH:9][CH:8]=1. (8) Given the product [CH3:1][O:2][C:3]1[CH:8]=[C:7]([O:9][C:10]([F:13])([F:12])[F:11])[CH:6]=[CH:5][C:4]=1[C:14]1[N:19]=[C:18]2[C:20]([CH3:32])=[CH:21][N:22]([C@@H:23]([CH2:30][CH3:31])[CH2:24][O:25][C:40]([N:34]3[CH2:39][CH2:38][CH2:37][CH2:36][CH2:35]3)=[O:41])[C:17]2=[CH:16][C:15]=1[CH3:33], predict the reactants needed to synthesize it. The reactants are: [CH3:1][O:2][C:3]1[CH:8]=[C:7]([O:9][C:10]([F:13])([F:12])[F:11])[CH:6]=[CH:5][C:4]=1[C:14]1[N:19]=[C:18]2[C:20]([CH3:32])=[CH:21][N:22]([C@@H:23]([CH2:30][CH3:31])[CH2:24][O:25]S(C)(=O)=O)[C:17]2=[CH:16][C:15]=1[CH3:33].[NH:34]1[CH2:39][CH2:38][CH2:37][CH2:36][CH2:35]1.[C:40]([O-])(O)=[O:41].[Na+]. (9) Given the product [Cl:1][C:2]1[CH:10]=[C:9]([F:11])[C:8]([N+:12]([O-:14])=[O:13])=[CH:7][C:3]=1[C:4]([NH:22][S:19]([N:18]([CH2:23][CH2:24][CH3:25])[CH2:15][CH:16]=[CH2:17])(=[O:21])=[O:20])=[O:5], predict the reactants needed to synthesize it. The reactants are: [Cl:1][C:2]1[CH:10]=[C:9]([F:11])[C:8]([N+:12]([O-:14])=[O:13])=[CH:7][C:3]=1[C:4](Cl)=[O:5].[CH2:15]([N:18]([CH2:23][CH:24]=[CH2:25])[S:19]([NH2:22])(=[O:21])=[O:20])[CH2:16][CH3:17].C(N(CC)CC)C.